This data is from TCR-epitope binding with 47,182 pairs between 192 epitopes and 23,139 TCRs. The task is: Binary Classification. Given a T-cell receptor sequence (or CDR3 region) and an epitope sequence, predict whether binding occurs between them. (1) The epitope is LLSAGIFGA. The TCR CDR3 sequence is CATSERDRIYNEQFF. Result: 0 (the TCR does not bind to the epitope). (2) The epitope is TLIGDCATV. The TCR CDR3 sequence is CASSPDSLLHEQYF. Result: 1 (the TCR binds to the epitope). (3) The epitope is LLLGIGILV. The TCR CDR3 sequence is CASSPSYSGGEETQYF. Result: 1 (the TCR binds to the epitope). (4) The epitope is FTYASALWEI. The TCR CDR3 sequence is CASSQGEGELVTEAFF. Result: 0 (the TCR does not bind to the epitope).